From a dataset of Reaction yield outcomes from USPTO patents with 853,638 reactions. Predict the reaction yield, written as a fraction of the theoretical maximum amount of product (1.0 means a 100% yield; for example, 0.34 means a 34% yield). The reactants are [C:1]([C:5]1[CH:12]=[CH:11][C:8]([CH:9]=O)=[CH:7][CH:6]=1)([CH3:4])([CH3:3])[CH3:2].[CH2:13]([CH2:15][NH2:16])[OH:14].[BH4-].[Na+]. No catalyst specified. The product is [C:1]([C:5]1[CH:12]=[CH:11][C:8]([CH2:9][NH:16][CH2:15][CH2:13][OH:14])=[CH:7][CH:6]=1)([CH3:4])([CH3:3])[CH3:2]. The yield is 0.930.